Task: Predict which catalyst facilitates the given reaction.. Dataset: Catalyst prediction with 721,799 reactions and 888 catalyst types from USPTO (1) Reactant: [N:1]1[CH:6]=[CH:5][N:4]=[CH:3][C:2]=1[C:7]([O:9]C)=O.O.[NH2:12][NH2:13]. Product: [N:1]1[CH:6]=[CH:5][N:4]=[CH:3][C:2]=1[C:7]([NH:12][NH2:13])=[O:9]. The catalyst class is: 8. (2) Reactant: [C:9](O[C:9]([O:11][C:12]([CH3:15])([CH3:14])[CH3:13])=[O:10])([O:11][C:12]([CH3:15])([CH3:14])[CH3:13])=[O:10].[CH3:16][C:17]1([CH3:45])[O:22][C:21]2[CH:23]=[C:24](/[CH:27]=[CH:28]/[C:29]([N:31]([CH3:43])[CH2:32][C:33]3[O:34][C:35]4[CH:42]=[CH:41][CH:40]=[CH:39][C:36]=4[C:37]=3[CH3:38])=[O:30])[CH:25]=[N:26][C:20]=2[NH:19][C:18]1=[O:44]. Product: [CH3:16][C:17]1([CH3:45])[O:22][C:21]2[CH:23]=[C:24](/[CH:27]=[CH:28]/[C:29]([N:31]([CH3:43])[CH2:32][C:33]3[O:34][C:35]4[CH:42]=[CH:41][CH:40]=[CH:39][C:36]=4[C:37]=3[CH3:38])=[O:30])[CH:25]=[N:26][C:20]=2[N:19]([C:9]([O:11][C:12]([CH3:13])([CH3:14])[CH3:15])=[O:10])[C:18]1=[O:44]. The catalyst class is: 594. (3) Reactant: [F:1][C:2]([F:40])([F:39])[C:3]1[CH:4]=[C:5]([CH:32]=[C:33]([C:35]([F:38])([F:37])[F:36])[CH:34]=1)[C:6]([N:8]1[CH2:13][CH2:12][N:11]([CH2:14][CH2:15][CH2:16]OS(C)(=O)=O)[CH2:10][C@H:9]1[CH2:22][C:23]1[C:31]2[C:26](=[CH:27][CH:28]=[CH:29][CH:30]=2)[NH:25][CH:24]=1)=[O:7].[NH:41]1[CH2:46][CH2:45][S:44][CH2:43][CH2:42]1.C(N(CC)CC)C. Product: [F:38][C:35]([F:37])([F:36])[C:33]1[CH:32]=[C:5]([CH:4]=[C:3]([C:2]([F:1])([F:40])[F:39])[CH:34]=1)[C:6]([N:8]1[CH2:13][CH2:12][N:11]([CH2:14][CH2:15][CH2:16][N:41]2[CH2:46][CH2:45][S:44][CH2:43][CH2:42]2)[CH2:10][C@H:9]1[CH2:22][C:23]1[C:31]2[C:26](=[CH:27][CH:28]=[CH:29][CH:30]=2)[NH:25][CH:24]=1)=[O:7]. The catalyst class is: 10. (4) Reactant: C(N(CC)C(C)C)(C)C.Cl[C:11](Cl)([O:13][C:14](=[O:20])OC(Cl)(Cl)Cl)Cl.[F:22][C:23]1[CH:30]=[C:29]([C:31]2[N:32]=[C:33]([NH:36][C:37](C)([CH3:40])[CH2:38]O)[S:34][CH:35]=2)[CH:28]=[CH:27][C:24]=1[C:25]#[N:26]. Product: [CH3:38][C:37]1([CH3:40])[CH2:11][O:13][C:14](=[O:20])[N:36]1[C:33]1[S:34][CH:35]=[C:31]([C:29]2[CH:28]=[CH:27][C:24]([C:25]#[N:26])=[C:23]([F:22])[CH:30]=2)[N:32]=1. The catalyst class is: 2. (5) Reactant: [CH3:1][O:2][C:3]1[CH:8]=[CH:7][C:6]([Mg]Br)=[CH:5][CH:4]=1.[CH3:11][O:12][C:13]1[CH:14]=[C:15]2[C:19](=[CH:20][CH:21]=1)[NH:18][C:17](=[O:22])[C:16]2=[O:23]. Product: [OH:23][C:16]1([C:6]2[CH:7]=[CH:8][C:3]([O:2][CH3:1])=[CH:4][CH:5]=2)[C:15]2[C:19](=[CH:20][CH:21]=[C:13]([O:12][CH3:11])[CH:14]=2)[NH:18][C:17]1=[O:22]. The catalyst class is: 1. (6) Reactant: Br[C:2]1[CH:3]=[C:4]([CH:8]2[NH:13][C:12](=[O:14])[NH:11][C:10]([CH3:15])=[C:9]2[C:16]#[N:17])[CH:5]=[CH:6][CH:7]=1.[N:18]1[CH:23]=[CH:22][C:21](B(O)O)=[CH:20][CH:19]=1.C(=O)([O-])[O-].[K+].[K+]. Product: [C:16]([C:9]1[CH:8]([C:4]2[CH:5]=[CH:6][CH:7]=[C:2]([C:21]3[CH:22]=[CH:23][N:18]=[CH:19][CH:20]=3)[CH:3]=2)[NH:13][C:12](=[O:14])[NH:11][C:10]=1[CH3:15])#[N:17]. The catalyst class is: 3.